This data is from Reaction yield outcomes from USPTO patents with 853,638 reactions. The task is: Predict the reaction yield, written as a fraction of the theoretical maximum amount of product (1.0 means a 100% yield; for example, 0.34 means a 34% yield). (1) The reactants are [Cl:1][CH2:2][CH2:3][N:4]=[C:5]=[O:6].[S:7]1[C:11]2[CH:12]=[C:13]([NH2:16])[CH:14]=[CH:15][C:10]=2[N:9]=[CH:8]1.C(OCC)(=O)C. The catalyst is C1(C)C=CC=CC=1.CCCCCC. The product is [S:7]1[C:11]2[CH:12]=[C:13]([NH:16][C:5]([NH:4][CH2:3][CH2:2][Cl:1])=[O:6])[CH:14]=[CH:15][C:10]=2[N:9]=[CH:8]1. The yield is 0.802. (2) The reactants are [Cl:1][C:2]1[CH:11]=[C:10](Cl)[C:9]2[C:4](=[C:5]([CH3:15])[C:6]([O:13][CH3:14])=[CH:7][CH:8]=2)[N:3]=1.ClC1C=C([O:27][CH2:28][C:29]2[CH:34]=[CH:33][C:32]([O:35][CH3:36])=[CH:31][CH:30]=2)C2C(=C(Cl)C(OC)=CC=2)N=1. No catalyst specified. The product is [Cl:1][C:2]1[CH:11]=[C:10]([O:27][CH2:28][C:29]2[CH:34]=[CH:33][C:32]([O:35][CH3:36])=[CH:31][CH:30]=2)[C:9]2[C:4](=[C:5]([CH3:15])[C:6]([O:13][CH3:14])=[CH:7][CH:8]=2)[N:3]=1. The yield is 0.500. (3) The reactants are [C:1]12([C:11]3[CH:21]=[CH:20][C:14]([O:15][CH2:16][C:17](O)=[O:18])=[CH:13][CH:12]=3)[CH2:10][CH:5]3[CH2:6][CH:7]([CH2:9][CH:3]([CH2:4]3)[CH2:2]1)[CH2:8]2.[CH:22]([N:25]1[CH2:30][CH2:29][NH:28][CH2:27][CH2:26]1)([CH3:24])[CH3:23]. No catalyst specified. The product is [C:1]12([C:11]3[CH:21]=[CH:20][C:14]([O:15][CH2:16][C:17]([N:28]4[CH2:29][CH2:30][N:25]([CH:22]([CH3:24])[CH3:23])[CH2:26][CH2:27]4)=[O:18])=[CH:13][CH:12]=3)[CH2:2][CH:3]3[CH2:9][CH:7]([CH2:6][CH:5]([CH2:4]3)[CH2:10]1)[CH2:8]2. The yield is 0.937. (4) The reactants are C(OC([N:8]1[CH2:13][CH2:12][N:11]([C:14]2[C:15]3[CH:31]=[C:30]([CH2:32][CH3:33])[S:29][C:16]=3[N:17]=[C:18]([NH:20][C:21]([NH:23][CH2:24][CH2:25][C:26]([OH:28])=[O:27])=[O:22])[N:19]=2)[CH2:10][CH2:9]1)=O)(C)(C)C.[ClH:34]. The catalyst is ClCCl.O1CCOCC1. The product is [ClH:34].[CH2:32]([C:30]1[S:29][C:16]2[N:17]=[C:18]([NH:20][C:21]([NH:23][CH2:24][CH2:25][C:26]([OH:28])=[O:27])=[O:22])[N:19]=[C:14]([N:11]3[CH2:10][CH2:9][NH:8][CH2:13][CH2:12]3)[C:15]=2[CH:31]=1)[CH3:33]. The yield is 0.930. (5) The catalyst is CN(C=O)C. The product is [CH3:23][O:20][C:19](=[O:21])[C@H:18]([N:14]1[C:15]2[C:11](=[CH:10][C:9]([O:8][CH2:1][C:2]3[CH:7]=[CH:6][CH:5]=[CH:4][CH:3]=3)=[CH:17][CH:16]=2)[CH:12]=[CH:13]1)[CH3:22]. The reactants are [CH2:1]([O:8][C:9]1[CH:10]=[C:11]2[C:15](=[CH:16][CH:17]=1)[N:14]([C@H:18]([CH3:22])[C:19]([OH:21])=[O:20])[CH:13]=[CH:12]2)[C:2]1[CH:7]=[CH:6][CH:5]=[CH:4][CH:3]=1.[C:23](=O)(O)[O-].[Na+].IC. The yield is 0.870.